Dataset: Catalyst prediction with 721,799 reactions and 888 catalyst types from USPTO. Task: Predict which catalyst facilitates the given reaction. Reactant: C(OC([N:8]1[CH2:13][CH2:12][CH2:11][CH:10]([NH:14][C:15](=[O:45])[C:16]2[CH:21]=[CH:20][C:19]([C:22]3[N:23]=[C:24]([NH:27][C:28]([CH:30]4[CH2:34][CH2:33][CH2:32][N:31]4[C:35]([O:37][CH2:38][C:39]4[CH:44]=[CH:43][CH:42]=[CH:41][CH:40]=4)=[O:36])=[O:29])[S:25][CH:26]=3)=[CH:18][CH:17]=2)[CH2:9]1)=O)(C)(C)C. Product: [CH2:38]([O:37][C:35]([N:31]1[CH2:32][CH2:33][CH2:34][CH:30]1[C:28](=[O:29])[NH:27][C:24]1[S:25][CH:26]=[C:22]([C:19]2[CH:20]=[CH:21][C:16]([C:15](=[O:45])[NH:14][CH:10]3[CH2:11][CH2:12][CH2:13][NH:8][CH2:9]3)=[CH:17][CH:18]=2)[N:23]=1)=[O:36])[C:39]1[CH:44]=[CH:43][CH:42]=[CH:41][CH:40]=1. The catalyst class is: 157.